From a dataset of Forward reaction prediction with 1.9M reactions from USPTO patents (1976-2016). Predict the product of the given reaction. (1) Given the reactants [O:1]=[C:2]([CH2:8][CH2:9][CH2:10][CH2:11][CH2:12][CH2:13][CH2:14][CH2:15][CH2:16][CH2:17][CH2:18][CH2:19][CH2:20][CH2:21][CH2:22][CH2:23][CH3:24])[CH2:3][C:4](OC)=[O:5].[BH4-].[Li+], predict the reaction product. The product is: [CH2:4]([OH:5])[CH2:3][CH:2]([OH:1])[CH2:8][CH2:9][CH2:10][CH2:11][CH2:12][CH2:13][CH2:14][CH2:15][CH2:16][CH2:17][CH2:18][CH2:19][CH2:20][CH2:21][CH2:22][CH2:23][CH3:24]. (2) Given the reactants [F:1][C:2]1[CH:3]=[CH:4][C:5]([CH2:8][O:9][C:10]2[CH:15]=[CH:14][N:13]([C:16]3[CH:21]=[CH:20][C:19]4[C:22]5[CH2:28][CH2:27][NH:26][CH2:25][CH2:24][C:23]=5[O:29][C:18]=4[CH:17]=3)[C:12](=[O:30])[CH:11]=2)=[N:6][CH:7]=1.[ClH:31].CCOCC, predict the reaction product. The product is: [ClH:31].[F:1][C:2]1[CH:3]=[CH:4][C:5]([CH2:8][O:9][C:10]2[CH:15]=[CH:14][N:13]([C:16]3[CH:21]=[CH:20][C:19]4[C:22]5[CH2:28][CH2:27][NH:26][CH2:25][CH2:24][C:23]=5[O:29][C:18]=4[CH:17]=3)[C:12](=[O:30])[CH:11]=2)=[N:6][CH:7]=1. (3) Given the reactants [CH3:1][C:2]([O:4][C@H:5]1[C:15](=[O:16])[N:14]([CH2:17][CH2:18][N:19]([CH3:21])[CH3:20])[C:13]2[CH:12]=[CH:11][CH:10]=[CH:9][C:8]=2[S:7][C@H:6]1[C:22]1[CH:23]=[CH:24][C:25]([O:28][CH3:29])=[CH:26][CH:27]=1)=[O:3].Cl, predict the reaction product. The product is: [CH3:1][C:2]([O:4][C@H:5]1[C:15](=[O:16])[N:14]([CH2:17][CH2:18][N:19]([CH3:21])[CH3:20])[C:13]2[CH:12]=[CH:11][CH:10]=[CH:9][C:8]=2[S:7][C@H:6]1[C:22]1[CH:23]=[CH:24][C:25]([O:28][CH3:29])=[CH:26][CH:27]=1)=[O:3]. (4) Given the reactants Cl.[S:2]1[CH2:7][CH2:6][CH:5]([NH2:8])[CH2:4][CH2:3]1.C(N(CC)CC)C.[N+:16]([C:19]1[CH:24]=[CH:23][CH:22]=[CH:21][C:20]=1[S:25](Cl)(=[O:27])=[O:26])([O-:18])=[O:17], predict the reaction product. The product is: [N+:16]([C:19]1[CH:24]=[CH:23][CH:22]=[CH:21][C:20]=1[S:25]([NH:8][CH:5]1[CH2:6][CH2:7][S:2][CH2:3][CH2:4]1)(=[O:27])=[O:26])([O-:18])=[O:17].